Task: Predict the product of the given reaction.. Dataset: Forward reaction prediction with 1.9M reactions from USPTO patents (1976-2016) (1) Given the reactants [OH:1][C:2]1[CH:7]=[CH:6][C:5]([CH:8]=[CH:9][C:10]2[CH:15]=[CH:14][CH:13]=[CH:12][CH:11]=2)=[CH:4][CH:3]=1.C(=O)([O-])[O-].[K+].[K+].Br[CH2:23][CH2:24][CH2:25][Cl:26], predict the reaction product. The product is: [Cl:26][CH2:25][CH2:24][CH2:23][O:1][C:2]1[CH:3]=[CH:4][C:5]([CH:8]=[CH:9][C:10]2[CH:11]=[CH:12][CH:13]=[CH:14][CH:15]=2)=[CH:6][CH:7]=1. (2) Given the reactants O[C:2]1[N:7]=[C:6]([N:8]2[N:12]=[CH:11][CH:10]=[N:9]2)[C:5]([C:13]([N:15]2[C@H:20]([CH3:21])[CH2:19][CH2:18][C@@H:17]([O:22][C:23]3[C:28]([CH3:29])=[C:27]([C:30]#[N:31])[CH:26]=[CH:25][N:24]=3)[CH2:16]2)=[O:14])=[CH:4][CH:3]=1.O(Br)[Br:33].[P+5].C([O-])(O)=O.[Na+].O, predict the reaction product. The product is: [Br:33][C:2]1[N:7]=[C:6]([N:8]2[N:12]=[CH:11][CH:10]=[N:9]2)[C:5]([C:13]([N:15]2[C@H:20]([CH3:21])[CH2:19][CH2:18][C@@H:17]([O:22][C:23]3[C:28]([CH3:29])=[C:27]([C:30]#[N:31])[CH:26]=[CH:25][N:24]=3)[CH2:16]2)=[O:14])=[CH:4][CH:3]=1. (3) Given the reactants C([O:3][C:4]([C@@H:6]1[C@@H:8]([C:9](=[O:31])[NH:10][CH:11]([CH2:25][C:26]2[N:27]=[CH:28][NH:29][CH:30]=2)[C:12]([NH:14][C:15]2[S:16][C:17]3[CH:23]=[C:22]([F:24])[CH:21]=[CH:20][C:18]=3[N:19]=2)=[O:13])[O:7]1)=[O:5])C.[Li+].[OH-], predict the reaction product. The product is: [F:24][C:22]1[CH:21]=[CH:20][C:18]2[N:19]=[C:15]([NH:14][C:12](=[O:13])[C@@H:11]([NH:10][C:9]([C@H:8]3[O:7][C@@H:6]3[C:4]([OH:5])=[O:3])=[O:31])[CH2:25][C:26]3[N:27]=[CH:28][NH:29][CH:30]=3)[S:16][C:17]=2[CH:23]=1. (4) Given the reactants [P:1]([O:13][CH2:14][O:15][C@@H:16]([C:66]1[CH:71]=[CH:70][CH:69]=[CH:68][C:67]=1[C:72]1[CH:77]=[CH:76][C:75]([Cl:78])=[CH:74][CH:73]=1)[CH:17]1[CH2:22][CH2:21][N:20]([C:23]2[CH:28]=[CH:27][C:26]([C:29](=[O:65])[NH:30][S:31]([C:34]3[CH:39]=[CH:38][C:37]([NH:40][C@H:41]([CH2:50][CH2:51][N:52]4[CH2:57][CH2:56][O:55][CH2:54][CH2:53]4)[CH2:42][S:43][C:44]4[CH:49]=[CH:48][CH:47]=[CH:46][CH:45]=4)=[C:36]([S:58]([C:61]([F:64])([F:63])[F:62])(=[O:60])=[O:59])[CH:35]=3)(=[O:33])=[O:32])=[CH:25][CH:24]=2)[CH2:19][CH2:18]1)([O:8]C(C)(C)C)([O:3][C:4]([CH3:7])([CH3:6])[CH3:5])=[O:2].O=C1[C@H](NC(=O)OCC2C=CC=CC=2)CC(=O)O1, predict the reaction product. The product is: [P:1]([OH:8])([O:13][CH2:14][O:15][C@@H:16]([C:66]1[CH:71]=[CH:70][CH:69]=[CH:68][C:67]=1[C:72]1[CH:77]=[CH:76][C:75]([Cl:78])=[CH:74][CH:73]=1)[CH:17]1[CH2:22][CH2:21][N:20]([C:23]2[CH:24]=[CH:25][C:26]([C:29](=[O:65])[NH:30][S:31]([C:34]3[CH:39]=[CH:38][C:37]([NH:40][C@H:41]([CH2:50][CH2:51][N:52]4[CH2:53][CH2:54][O:55][CH2:56][CH2:57]4)[CH2:42][S:43][C:44]4[CH:45]=[CH:46][CH:47]=[CH:48][CH:49]=4)=[C:36]([S:58]([C:61]([F:63])([F:62])[F:64])(=[O:59])=[O:60])[CH:35]=3)(=[O:32])=[O:33])=[CH:27][CH:28]=2)[CH2:19][CH2:18]1)([O:3][C:4]([CH3:7])([CH3:5])[CH3:6])=[O:2]. (5) Given the reactants [CH3:1][O:2][C:3]1[CH:8]=[CH:7][C:6]([OH:9])=[C:5]([N+:10]([O-])=O)[CH:4]=1.[ClH:13], predict the reaction product. The product is: [NH2:10][C:5]1[CH:4]=[C:3]([O:2][CH3:1])[CH:8]=[CH:7][C:6]=1[OH:9].[ClH:13].[NH2:10][C:5]1[CH:4]=[C:3]([O:2][CH3:1])[CH:8]=[CH:7][C:6]=1[OH:9]. (6) Given the reactants [Cl:1][C:2]1[CH:7]=[CH:6][CH:5]=[CH:4][C:3]=1[C:8]#[CH:9].[CH2:10]([Li])CCC.CCCCCC.IC, predict the reaction product. The product is: [Cl:1][C:2]1[CH:7]=[CH:6][CH:5]=[CH:4][C:3]=1[C:8]#[C:9][CH3:10]. (7) The product is: [CH:1]1([N:7]([CH2:17][CH:18]2[CH2:20][CH2:19]2)[C:8]2[N:13]=[CH:12][N:11]=[C:10]([C:14]([NH:39][C:40]3[CH:47]=[CH:46][C:43]([CH2:44][OH:45])=[CH:42][CH:41]=3)=[O:16])[CH:9]=2)[CH2:2][CH2:3][CH2:4][CH2:5][CH2:6]1. Given the reactants [CH:1]1([N:7]([CH2:17][CH:18]2[CH2:20][CH2:19]2)[C:8]2[N:13]=[CH:12][N:11]=[C:10]([C:14]([OH:16])=O)[CH:9]=2)[CH2:6][CH2:5][CH2:4][CH2:3][CH2:2]1.ClC1N=C(C(OC)=O)C=C(NCC2CCCC2)N=1.[NH2:39][C:40]1[CH:47]=[CH:46][C:43]([CH2:44][OH:45])=[CH:42][CH:41]=1.C(N(CC)CC)C, predict the reaction product. (8) Given the reactants [NH:1]1[C:9]2[C:4](=[N:5][CH:6]=[CH:7][CH:8]=2)[CH:3]=[C:2]1[C:10]([NH2:12])=[O:11].[F:13][C:14]([F:34])([F:33])[C:15]1[CH:16]=[C:17]([S:21][S:21][C:17]2[CH:18]=[CH:19][CH:20]=[C:15]([C:14]([F:13])([F:33])[F:34])[CH:16]=2)[CH:18]=[CH:19][CH:20]=1, predict the reaction product. The product is: [F:34][C:14]([F:13])([F:33])[C:15]1[CH:16]=[C:17]([S:21][C:3]2[C:4]3=[N:5][CH:6]=[CH:7][CH:8]=[C:9]3[NH:1][C:2]=2[C:10]([NH2:12])=[O:11])[CH:18]=[CH:19][CH:20]=1.